Task: Predict the product of the given reaction.. Dataset: Forward reaction prediction with 1.9M reactions from USPTO patents (1976-2016) (1) Given the reactants [C:1]([O:5][C:6](=[O:15])[NH:7][C:8]1([Cl:14])[CH:13]=[CH:12][CH:11]=[N:10][CH2:9]1)([CH3:4])([CH3:3])[CH3:2].[CH2:16](Br)[CH:17]=[CH2:18].C(=O)([O-])[O-].[Cs+].[Cs+], predict the reaction product. The product is: [C:1]([O:5][C:6](=[O:15])[N:7]([CH2:18][CH:17]=[CH2:16])[C:8]1([Cl:14])[CH:13]=[CH:12][CH:11]=[N:10][CH2:9]1)([CH3:4])([CH3:2])[CH3:3]. (2) The product is: [N+:14]([C:11]1[CH:12]=[CH:13][C:8]([C:5]2[CH:4]=[CH:3][C:2]([O:1][CH2:26][C:23]3[O:22][C:21]([C:19]([OH:20])=[O:18])=[CH:25][CH:24]=3)=[CH:7][CH:6]=2)=[CH:9][CH:10]=1)([O-:16])=[O:15]. Given the reactants [OH:1][C:2]1[CH:7]=[CH:6][C:5]([C:8]2[CH:13]=[CH:12][C:11]([N+:14]([O-:16])=[O:15])=[CH:10][CH:9]=2)=[CH:4][CH:3]=1.C[O:18][C:19]([C:21]1[O:22][C:23]([CH2:26]Cl)=[CH:24][CH:25]=1)=[O:20], predict the reaction product. (3) The product is: [CH2:18]([O:17][C:15]([N:13]1[CH2:14][CH:9]([NH:8][C:6]([O:5][C:1]([CH3:3])([CH3:4])[CH3:2])=[O:7])[CH2:10][CH:11]([C:25]([OH:27])=[O:26])[CH2:12]1)=[O:16])[C:19]1[CH:20]=[CH:21][CH:22]=[CH:23][CH:24]=1. Given the reactants [C:1]([O:5][C:6]([NH:8][CH:9]1[CH2:14][N:13]([C:15]([O:17][CH2:18][C:19]2[CH:24]=[CH:23][CH:22]=[CH:21][CH:20]=2)=[O:16])[CH2:12][CH:11]([C:25]([O:27]C)=[O:26])[CH2:10]1)=[O:7])([CH3:4])([CH3:3])[CH3:2].O[Li].O, predict the reaction product. (4) Given the reactants C(=O)([O-])[O-].[K+].[K+].[CH2:7]([N:9]=[C:10]=[O:11])[CH3:8].[N+:12]([C:15]1[CH:20]=[C:19]([N+:21]([O-:23])=[O:22])[CH:18]=[C:17]([C:24]([F:27])([F:26])[F:25])[C:16]=1[O:28][C:29]1[CH:33]=[C:32]([CH3:34])[NH:31][N:30]=1)([O-:14])=[O:13].Cl, predict the reaction product. The product is: [CH2:7]([NH:9][C:10]([N:31]1[C:32]([CH3:34])=[CH:33][C:29]([O:28][C:16]2[C:17]([C:24]([F:26])([F:27])[F:25])=[CH:18][C:19]([N+:21]([O-:23])=[O:22])=[CH:20][C:15]=2[N+:12]([O-:14])=[O:13])=[N:30]1)=[O:11])[CH3:8]. (5) Given the reactants [CH3:1][C:2]1[C:3]([CH2:22][N:23]2[CH2:28][CH2:27][CH2:26][CH2:25][CH:24]2[C:29]2[CH:36]=[CH:35][C:32]([C:33]#[N:34])=[CH:31][CH:30]=2)=[C:4]2[C:8](=[C:9]([CH3:11])[CH:10]=1)[N:7]([S:12]([C:15]1[CH:21]=[CH:20][C:18]([CH3:19])=[CH:17][CH:16]=1)(=[O:14])=[O:13])[CH:6]=[CH:5]2.[N-:37]=[N+:38]=[N-:39].[Na+].Cl.C(N(CC)CC)C.CC(O)=O, predict the reaction product. The product is: [N:34]1[NH:37][N:38]=[N:39][C:33]=1[C:32]1[CH:31]=[CH:30][C:29]([CH:24]2[CH2:25][CH2:26][CH2:27][CH2:28][N:23]2[CH2:22][C:3]2[C:2]([CH3:1])=[CH:10][C:9]([CH3:11])=[C:8]3[C:4]=2[CH:5]=[CH:6][N:7]3[S:12]([C:15]2[CH:16]=[CH:17][C:18]([CH3:19])=[CH:20][CH:21]=2)(=[O:13])=[O:14])=[CH:36][CH:35]=1. (6) Given the reactants O[C:2]1[CH:7]=[CH:6][C:5]([C:8]2[C:16]3[C:11](=[CH:12][CH:13]=[C:14]([C:17]#[N:18])[CH:15]=3)[N:10](C3CCCCO3)[N:9]=2)=[CH:4][CH:3]=1.C1(P(C2C=CC=CC=2)C2C=CC=CC=2)C=CC=CC=1.[CH3:44][N:45]([CH3:49])[CH2:46][CH2:47][OH:48].N(C(OCC)=O)=NC(OCC)=[O:53], predict the reaction product. The product is: [CH3:44][N:45]([CH3:49])[CH2:46][CH2:47][O:48][C:2]1[CH:7]=[CH:6][C:5]([C:8]2[C:16]3[C:11](=[CH:12][CH:13]=[C:14]([C:17]([NH2:18])=[O:53])[CH:15]=3)[NH:10][N:9]=2)=[CH:4][CH:3]=1.